Task: Predict the product of the given reaction.. Dataset: Forward reaction prediction with 1.9M reactions from USPTO patents (1976-2016) (1) The product is: [C:20]([C@:6]1([CH2:5][OH:4])[O:7][C@H:8]([N:11]2[CH:16]=[C:15]([CH3:17])[C:14](=[O:18])[NH:13][C:12]2=[O:19])[CH:9]=[CH:10]1)#[CH:21]. Given the reactants C([O:4][CH2:5][C@:6]1([C:20]#[C:21][Si](C)(C)C)[CH:10]=[CH:9][CH:8]([N:11]2[CH:16]=[C:15]([CH3:17])[C:14](=[O:18])[NH:13][C:12]2=[O:19])[O:7]1)(=O)C.[OH-].[Na+].[Cl-].[NH4+], predict the reaction product. (2) The product is: [C:14]([O:18][C:19]([N:21]1[CH2:26][CH2:25][CH:24]([CH:27]=[O:28])[CH2:23][CH2:22]1)=[O:20])([CH3:17])([CH3:16])[CH3:15]. Given the reactants ClCCl.CS(C)=O.C(Cl)(=O)C(Cl)=O.[C:14]([O:18][C:19]([N:21]1[CH2:26][CH2:25][CH:24]([CH2:27][OH:28])[CH2:23][CH2:22]1)=[O:20])([CH3:17])([CH3:16])[CH3:15], predict the reaction product. (3) Given the reactants [CH2:1]([C:8]1[CH:9]=[N:10][C:11]2[C:16]([C:17]=1[C:18]1[CH:19]=[C:20]([NH2:24])[CH:21]=[CH:22][CH:23]=1)=[CH:15][CH:14]=[CH:13][C:12]=2[C:25]([F:28])([F:27])[F:26])[C:2]1[CH:7]=[CH:6][CH:5]=[CH:4][CH:3]=1.[CH3:29][O:30][C:31]1[CH:38]=[CH:37][CH:36]=[CH:35][C:32]=1[CH:33]=O, predict the reaction product. The product is: [CH2:1]([C:8]1[CH:9]=[N:10][C:11]2[C:16]([C:17]=1[C:18]1[CH:19]=[C:20]([NH:24][CH2:33][C:32]3[CH:35]=[CH:36][CH:37]=[CH:38][C:31]=3[O:30][CH3:29])[CH:21]=[CH:22][CH:23]=1)=[CH:15][CH:14]=[CH:13][C:12]=2[C:25]([F:28])([F:26])[F:27])[C:2]1[CH:3]=[CH:4][CH:5]=[CH:6][CH:7]=1.